This data is from Reaction yield outcomes from USPTO patents with 853,638 reactions. The task is: Predict the reaction yield, written as a fraction of the theoretical maximum amount of product (1.0 means a 100% yield; for example, 0.34 means a 34% yield). (1) The reactants are N[C:2]1[C:6]([C:7]([O:9][CH2:10][CH3:11])=[O:8])=[CH:5][NH:4][N:3]=1.[I:12]CI.N(OCCC(C)C)=O. No catalyst specified. The product is [I:12][C:2]1[C:6]([C:7]([O:9][CH2:10][CH3:11])=[O:8])=[CH:5][NH:4][N:3]=1. The yield is 0.700. (2) The reactants are C(OC(=O)[NH:10][CH2:11][C@H:12]1[CH2:17][CH2:16][C@@H:15]([NH:18][C:19]2[CH:28]=[C:27]([N:29]([CH3:31])[CH3:30])[C:26]3[C:21](=[CH:22][CH:23]=[CH:24][CH:25]=3)[N:20]=2)[CH2:14][CH2:13]1)C1C=CC=CC=1. The catalyst is CO.[Pd]. The yield is 0.950. The product is [NH2:10][CH2:11][C@@H:12]1[CH2:13][CH2:14][C@H:15]([NH:18][C:19]2[CH:28]=[C:27]([N:29]([CH3:31])[CH3:30])[C:26]3[C:21](=[CH:22][CH:23]=[CH:24][CH:25]=3)[N:20]=2)[CH2:16][CH2:17]1. (3) The reactants are [Br:1][C:2]1[CH:3]=[C:4]2[C:9](=[CH:10][CH:11]=1)[N:8]([C:12](=[O:17])[C:13]([F:16])([F:15])[F:14])[C@@H:7]([CH3:18])[CH2:6][NH:5]2.N1C=CC=CC=1.[CH:25]1([C:28](Cl)=[O:29])[CH2:27][CH2:26]1. The catalyst is ClCCl. The product is [Br:1][C:2]1[CH:3]=[C:4]2[C:9](=[CH:10][CH:11]=1)[N:8]([C:12](=[O:17])[C:13]([F:14])([F:16])[F:15])[C@@H:7]([CH3:18])[CH2:6][N:5]2[C:28]([CH:25]1[CH2:27][CH2:26]1)=[O:29]. The yield is 0.970. (4) The reactants are [CH2:1]([O:3][CH2:4][CH2:5][N:6]1[C:14]2[C:9](=[CH:10][CH:11]=[CH:12][CH:13]=2)[C:8]([CH:15]2[CH2:20][CH2:19][NH:18][CH2:17][CH2:16]2)=[CH:7]1)[CH3:2].Cl[C:22]1[CH:32]=[CH:31][C:25](C(OCC)=O)=[C:24]([O:33][CH2:34][CH3:35])[CH:23]=1.[C:36](=[O:39])([O-])[O-:37].[K+].[K+].[OH-].[Na+].S(=O)(=O)(O)O. The catalyst is CCCC(=O)C.C(O)C.O. The product is [CH2:1]([O:3][CH2:4][CH2:5][N:6]1[C:14]2[C:9](=[CH:10][CH:11]=[CH:12][CH:13]=2)[C:8]([CH:15]2[CH2:16][CH2:17][N:18]([CH2:35][CH2:34][O:33][C:24]3[CH:25]=[CH:31][C:32]([C:36]([OH:37])=[O:39])=[CH:22][CH:23]=3)[CH2:19][CH2:20]2)=[CH:7]1)[CH3:2]. The yield is 0.650. (5) The reactants are [C:1]([C:3]1[CH:36]=[CH:35][C:6]2[N:7]([C:28](=[O:34])[CH2:29][S:30]([CH3:33])(=[O:32])=[O:31])[C@@H:8]([CH3:27])[C@H:9]([NH:13][C:14](=[O:26])[C@@H:15]([N:17]([CH3:25])[C:18](=[O:24])[O:19][C:20]([CH3:23])([CH3:22])[CH3:21])[CH3:16])[C:10](=[O:12])[NH:11][C:5]=2[CH:4]=1)#[N:2].[Br:37][C:38]1[CH:47]=[CH:46][CH:45]=[C:44]2[C:39]=1[CH:40]=[CH:41][C:42]([O:50][CH3:51])=[C:43]2[CH2:48]Cl.C(=O)([O-])[O-].[Cs+].[Cs+].[I-].[Na+]. The catalyst is CN(C=O)C.CCOC(C)=O. The product is [Br:37][C:38]1[CH:47]=[CH:46][CH:45]=[C:44]2[C:39]=1[CH:40]=[CH:41][C:42]([O:50][CH3:51])=[C:43]2[CH2:48][N:11]1[C:10](=[O:12])[C@@H:9]([NH:13][C:14](=[O:26])[C@@H:15]([N:17]([CH3:25])[C:18](=[O:24])[O:19][C:20]([CH3:21])([CH3:23])[CH3:22])[CH3:16])[C@H:8]([CH3:27])[N:7]([C:28](=[O:34])[CH2:29][S:30]([CH3:33])(=[O:32])=[O:31])[C:6]2[CH:35]=[CH:36][C:3]([C:1]#[N:2])=[CH:4][C:5]1=2. The yield is 0.390. (6) The reactants are [NH2:1][C:2]1[CH:3]=[C:4]([CH:8]=[CH:9][C:10]=1[O:11][C:12]1[CH:17]=[CH:16][CH:15]=[CH:14][C:13]=1[C:18]([OH:20])=O)[C:5]([OH:7])=[O:6].C(N1C=CN=C1)(N1C=CN=C1)=O.Cl.O. The catalyst is C1COCC1. The product is [O:20]=[C:18]1[C:13]2[CH:14]=[CH:15][CH:16]=[CH:17][C:12]=2[O:11][C:10]2[CH:9]=[CH:8][C:4]([C:5]([OH:7])=[O:6])=[CH:3][C:2]=2[NH:1]1. The yield is 0.450. (7) The reactants are [C:1]([N-:5][CH:6]=[CH:7][N-:8][C:9]([CH3:12])([CH3:11])[CH3:10])([CH3:4])([CH3:3])[CH3:2].[Li+].[Li+].[Cl:15][SiH:16](Cl)Cl. The catalyst is CCCCCC. The product is [Cl:15][SiH:16]1[N:5]([C:1]([CH3:3])([CH3:4])[CH3:2])[CH:6]=[CH:7][N:8]1[C:9]([CH3:12])([CH3:11])[CH3:10]. The yield is 0.830. (8) The product is [N:26]1([C:24]2[C:23]([O:32][C:33]([F:34])([F:36])[F:35])=[CH:22][C:14]3[NH:15][C:11]([N:9]4[CH:10]=[C:6]([C:4]([OH:5])=[O:3])[CH:7]=[N:8]4)=[N:12][C:13]=3[CH:25]=2)[CH2:27][CH2:28][CH2:29][CH2:30][CH2:31]1. The yield is 0.260. The reactants are C([O:3][C:4]([C:6]1[CH:7]=[N:8][N:9]([C:11]2[N:15](COCCOC)[C:14]3[CH:22]=[C:23]([O:32][C:33]([F:36])([F:35])[F:34])[C:24]([N:26]4[CH2:31][CH2:30][CH2:29][CH2:28][CH2:27]4)=[CH:25][C:13]=3[N:12]=2)[CH:10]=1)=[O:5])C.Cl. The catalyst is C(O)(=O)C.